From a dataset of Full USPTO retrosynthesis dataset with 1.9M reactions from patents (1976-2016). Predict the reactants needed to synthesize the given product. (1) Given the product [NH2:1][C:2]1[CH:14]=[CH:13][C:12]([C:15]2[CH:16]=[N:17][N:18]([CH2:20][CH2:21][CH2:22][OH:23])[CH:19]=2)=[CH:11][C:3]=1[C:4]([NH:6][CH2:7][CH3:8])=[O:5], predict the reactants needed to synthesize it. The reactants are: [NH2:1][C:2]1[CH:14]=[CH:13][C:12]([C:15]2[CH:16]=[N:17][N:18]([CH2:20][CH2:21][CH2:22][OH:23])[CH:19]=2)=[CH:11][C:3]=1[C:4]([N:6](CC)[CH2:7][CH3:8])=[O:5].NC1C=CC(Br)=CC=1C(NCC)=O. (2) Given the product [CH2:42]([O:41][C:35]1[CH:34]=[C:33]([CH:29]([N:28]2[C:7](=[O:10])[C:8]3[C:22](=[CH:48][CH:47]=[CH:46][C:45]=3[NH:44][CH2:3][CH:2]([CH3:6])[CH3:1])[C:21]2=[O:23])[CH2:30][C:31]#[N:32])[CH:38]=[CH:37][C:36]=1[O:39][CH3:40])[CH3:43], predict the reactants needed to synthesize it. The reactants are: [CH3:1][CH:2]([CH3:6])[CH2:3]C=O.[C:7]([OH:10])(=O)[CH3:8].C(O[BH-](O[C:21](=[O:23])[CH3:22])OC(=O)C)(=O)C.[Na+].[OH-].[Na+].Cl.[NH2:28][CH:29]([C:33]1[CH:38]=[CH:37][C:36]([O:39][CH3:40])=[C:35]([O:41][CH2:42][CH3:43])[CH:34]=1)[CH2:30][C:31]#[N:32].[N:44]1C=[CH:48][CH:47]=[CH:46][CH:45]=1. (3) Given the product [OH:1][CH2:2][C@@H:3]1[C@@H:7]([CH2:8][OH:9])[O:6][CH:5]([CH2:10][C:11]2[C:12]([C:19]3[CH:24]=[CH:23][CH:22]=[CH:21][CH:20]=3)=[C:13]([OH:18])[CH:14]=[C:15]([OH:17])[C:16]=2[Cl:25])[O:4]1, predict the reactants needed to synthesize it. The reactants are: [OH:1][CH2:2][C@@H:3]1[C@@H:7]([CH2:8][OH:9])[O:6][CH:5]([CH2:10][C:11]2[C:12]([C:19]3[CH:24]=[CH:23][CH:22]=[CH:21][CH:20]=3)=[C:13]([OH:18])[CH:14]=[C:15]([OH:17])[CH:16]=2)[O:4]1.[Cl:25]([O-])=O.[Na+].S(=O)(=O)(O)N.C(=O)([O-])O.[Na+].S([O-])([O-])(=O)=S.[Na+].[Na+]. (4) Given the product [Br:1][C:2]1[CH:7]=[CH:6][C:5]([CH3:8])=[CH:4][N+:3]=1[O-:17], predict the reactants needed to synthesize it. The reactants are: [Br:1][C:2]1[CH:7]=[CH:6][C:5]([CH3:8])=[CH:4][N:3]=1.C1C=C(Cl)C=C(C(OO)=[O:17])C=1.C([O-])([O-])=O.[K+].[K+]. (5) Given the product [F:29][C:25]1[CH:24]=[C:23]([C:20]2[CH:21]=[C:22]3[C:17](=[C:18]([C:30]([NH2:32])=[O:31])[CH:19]=2)[NH:16][N:15]=[C:14]3[CH:11]2[CH2:12][CH2:13][N:8]([S:5]([CH2:4][CH2:3][CH2:2][N:39]3[CH2:43][CH2:42][CH2:41][CH2:40]3)(=[O:7])=[O:6])[CH2:9][CH2:10]2)[CH:28]=[CH:27][CH:26]=1, predict the reactants needed to synthesize it. The reactants are: Cl[CH2:2][CH2:3][CH2:4][S:5]([N:8]1[CH2:13][CH2:12][CH:11]([C:14]2[C:22]3[C:17](=[C:18]([C:30]([NH2:32])=[O:31])[CH:19]=[C:20]([C:23]4[CH:28]=[CH:27][CH:26]=[C:25]([F:29])[CH:24]=4)[CH:21]=3)[NH:16][N:15]=2)[CH2:10][CH2:9]1)(=[O:7])=[O:6].C([O-])([O-])=O.[K+].[K+].[NH:39]1[CH2:43][CH2:42][CH2:41][CH2:40]1. (6) Given the product [CH3:9][N:10]1[CH2:14][CH2:13][CH2:12][C:11]1=[O:15].[CH:1]1[C:6]([OH:7])=[CH:5][CH:4]=[CH:3][C:2]=1[CH3:8], predict the reactants needed to synthesize it. The reactants are: [CH:1]1[C:6]([OH:7])=[CH:5][CH:4]=[CH:3][C:2]=1[CH3:8].[CH3:9][N:10]1[CH2:14][CH2:13][CH2:12][C:11]1=[O:15]. (7) Given the product [NH2:8][C:9]1[CH:17]=[CH:16][CH:15]=[C:14]2[C:10]=1[C:11]1([C:41]3[C:32](=[CH:33][C:34]4[O:39][CH2:38][CH2:37][O:36][C:35]=4[CH:40]=3)[O:31][CH2:30]1)[C:12](=[O:29])[N:13]2[CH2:18][C:19]1[C:24]([C:25]([F:28])([F:26])[F:27])=[CH:23][CH:22]=[CH:21][N:20]=1, predict the reactants needed to synthesize it. The reactants are: C([NH:8][C:9]1[CH:17]=[CH:16][CH:15]=[C:14]2[C:10]=1[C:11]1([C:41]3[C:32](=[CH:33][C:34]4[O:39][CH2:38][CH2:37][O:36][C:35]=4[CH:40]=3)[O:31][CH2:30]1)[C:12](=[O:29])[N:13]2[CH2:18][C:19]1[C:24]([C:25]([F:28])([F:27])[F:26])=[CH:23][CH:22]=[CH:21][N:20]=1)C1C=CC=CC=1.